From a dataset of Forward reaction prediction with 1.9M reactions from USPTO patents (1976-2016). Predict the product of the given reaction. Given the reactants [ClH:1].C(OC([N:9]1[CH2:14][CH2:13][CH:12]([O:15][C:16]2[CH:21]=[CH:20][C:19]([C:22]#[N:23])=[CH:18][CH:17]=2)[CH2:11][CH2:10]1)=O)(C)(C)C, predict the reaction product. The product is: [ClH:1].[NH:9]1[CH2:10][CH2:11][CH:12]([O:15][C:16]2[CH:21]=[CH:20][C:19]([C:22]#[N:23])=[CH:18][CH:17]=2)[CH2:13][CH2:14]1.